From a dataset of Catalyst prediction with 721,799 reactions and 888 catalyst types from USPTO. Predict which catalyst facilitates the given reaction. (1) Reactant: [CH3:1][C:2]1[C:10]2[C:5](=[N:6][CH:7]=[N:8][C:9]=2[NH2:11])[NH:4][N:3]=1.[H-].[Na+].CS(O[CH:19]([C:21]1[CH:26]=[C:25]([Cl:27])[C:24]([CH3:28])=[C:23]([C:29]([NH:31][CH2:32][CH3:33])=[O:30])[C:22]=1[C:34]1[CH:39]=[C:38]([F:40])[CH:37]=[C:36]([F:41])[CH:35]=1)[CH3:20])(=O)=O. Product: [NH2:11][C:9]1[N:8]=[CH:7][N:6]=[C:5]2[N:4]([CH:19]([C:21]3[CH:26]=[C:25]([Cl:27])[C:24]([CH3:28])=[C:23]([C:29]([NH:31][CH2:32][CH3:33])=[O:30])[C:22]=3[C:34]3[CH:35]=[C:36]([F:41])[CH:37]=[C:38]([F:40])[CH:39]=3)[CH3:20])[N:3]=[C:2]([CH3:1])[C:10]=12. The catalyst class is: 9. (2) Reactant: [F:1][C:2]1[CH:10]=[CH:9][C:8]2[C:4](=[CH:5][N:6]([CH3:11])[N:7]=2)[C:3]=1[C@@H:12]1[CH2:14][C@H:13]1[CH2:15][NH2:16].C(N(CC)CC)C.[C:24](OC(=O)C)(=[O:26])[CH3:25]. The catalyst class is: 685. Product: [F:1][C:2]1[CH:10]=[CH:9][C:8]2[C:4](=[CH:5][N:6]([CH3:11])[N:7]=2)[C:3]=1[C@@H:12]1[CH2:14][C@H:13]1[CH2:15][NH:16][C:24](=[O:26])[CH3:25].